Predict hERG channel inhibition at various concentrations. From a dataset of hERG Central: cardiac toxicity at 1µM, 10µM, and general inhibition. (1) The compound is Cc1cc(C)c(C)c(S(=O)(=O)Nc2ccccc2C(=O)NCCCN2CCOCC2)c1C. Results: hERG_inhib (hERG inhibition (general)): blocker. (2) The drug is Cc1nn(-c2cccc(Cl)c2)c2nc(-c3ccncc3)cc(C(=O)N3CCOCC3)c12. Results: hERG_inhib (hERG inhibition (general)): blocker.